The task is: Predict the reactants needed to synthesize the given product.. This data is from Full USPTO retrosynthesis dataset with 1.9M reactions from patents (1976-2016). (1) The reactants are: [CH3:1][O:2][C:3]1[CH:4]=[CH:5][C:6]([C:12]([OH:14])=O)=[C:7]2[C:11]=1[O:10][CH:9]=[CH:8]2.C1C=CC2N(O)N=NC=2C=1.C1CCC(N=C=NC2CCCCC2)CC1.[NH2:40][CH:41]([C:50]1[CH:55]=[CH:54][CH:53]=[CH:52][CH:51]=1)[C:42]1([N:47]([CH3:49])[CH3:48])[CH2:46][CH2:45][CH2:44][CH2:43]1.C(N(C(C)C)CC)(C)C.C(O)C(N)(CO)CO. Given the product [CH3:48][N:47]([CH3:49])[C:42]1([CH:41]([C:50]2[CH:55]=[CH:54][CH:53]=[CH:52][CH:51]=2)[NH:40][C:12]([C:6]2[CH:5]=[CH:4][C:3]([O:2][CH3:1])=[C:11]3[O:10][CH:9]=[CH:8][C:7]=23)=[O:14])[CH2:46][CH2:45][CH2:44][CH2:43]1, predict the reactants needed to synthesize it. (2) Given the product [CH3:21][O:22][C:23]1[C:26](=[O:27])[C:25](=[O:29])[C:24]=1[NH:1][C:2]1[CH:3]=[C:4]([S:9]([N:12]2[CH2:16][CH2:15][CH2:14][C@@H:13]2[C:17]([O:19][CH3:20])=[O:18])(=[O:11])=[O:10])[CH:5]=[CH:6][CH:7]=1, predict the reactants needed to synthesize it. The reactants are: [NH2:1][C:2]1[CH:3]=[C:4]([S:9]([N:12]2[CH2:16][CH2:15][CH2:14][C@@H:13]2[C:17]([O:19][CH3:20])=[O:18])(=[O:11])=[O:10])[CH:5]=[CH:6][C:7]=1Cl.[CH3:21][O:22][C:23]1[C:24](=O)[C:25](=[O:29])[C:26]=1[O:27]C.